Dataset: Reaction yield outcomes from USPTO patents with 853,638 reactions. Task: Predict the reaction yield, written as a fraction of the theoretical maximum amount of product (1.0 means a 100% yield; for example, 0.34 means a 34% yield). (1) The reactants are [C:1]1([C:7]2[C:16]3[CH:15]=[CH:14][CH:13]=[CH:12][C:11]=3[N:10]=[C:9]3[C:17]4[CH:18]=[CH:19][CH2:20][CH2:21][C:22]=4[C:23](=O)[C:8]=23)[CH:6]=[CH:5][CH:4]=[CH:3][CH:2]=1.[C:25]1([N:31]2[C:43]3[CH:42]=[CH:41][CH:40]=[CH:39][C:38]=3[C:37]3[C:32]2=[CH:33][CH:34]=[CH:35][CH:36]=3)[CH:30]=[CH:29][CH:28]=[CH:27][CH:26]=1.CS(O)(=O)=O.O=P12OP3(OP(OP(O3)(O1)=O)(=O)O2)=O. The catalyst is ClCCl. The product is [C:1]1([C:7]2[C:16]3[CH:15]=[CH:14][CH:13]=[CH:12][C:11]=3[N:10]=[C:9]3[C:17]4[C:22]([C:23]([C:40]5[CH:41]=[CH:42][C:43]6[N:31]([C:25]7[CH:30]=[CH:29][CH:28]=[CH:27][CH:26]=7)[C:32]7[C:37]([C:38]=6[CH:39]=5)=[CH:36][CH:35]=[CH:34][CH:33]=7)([C:40]5[CH:41]=[CH:42][C:43]6[N:31]([C:25]7[CH:26]=[CH:27][CH:28]=[CH:29][CH:30]=7)[C:32]7[C:37]([C:38]=6[CH:39]=5)=[CH:36][CH:35]=[CH:34][CH:33]=7)[C:8]=23)=[CH:21][CH:20]=[CH:19][CH:18]=4)[CH:6]=[CH:5][CH:4]=[CH:3][CH:2]=1. The yield is 0.838. (2) The reactants are [Cl:1][C:2]1[CH:3]=[C:4]([N:9]2[CH2:18][CH2:17][C:16]3[C:11](=[CH:12][CH:13]=[C:14]([O:19]CC4C=CC=CC=4)[CH:15]=3)[CH:10]2[CH2:27][C:28]2[CH:33]=[CH:32][C:31]([O:34][CH2:35][CH2:36][CH:37]3[CH2:42][CH2:41][CH2:40][CH2:39][NH:38]3)=[CH:30][CH:29]=2)[CH:5]=[CH:6][C:7]=1[Cl:8]. The catalyst is C(OCC)(=O)C. The product is [Cl:1][C:2]1[CH:3]=[C:4]([N:9]2[CH2:18][CH2:17][C:16]3[C:11](=[CH:12][CH:13]=[C:14]([OH:19])[CH:15]=3)[CH:10]2[CH2:27][C:28]2[CH:33]=[CH:32][C:31]([O:34][CH2:35][CH2:36][CH:37]3[CH2:42][CH2:41][CH2:40][CH2:39][NH:38]3)=[CH:30][CH:29]=2)[CH:5]=[CH:6][C:7]=1[Cl:8]. The yield is 0.0300.